From a dataset of Reaction yield outcomes from USPTO patents with 853,638 reactions. Predict the reaction yield, written as a fraction of the theoretical maximum amount of product (1.0 means a 100% yield; for example, 0.34 means a 34% yield). (1) The reactants are C1C=CN=CC=1.F.[Si:8]([O:15][C@@H:16]([CH2:42][C@H:43]([O:71][Si:72]([C:75]([CH3:78])([CH3:77])[CH3:76])([CH3:74])[CH3:73])/[CH:44]=[CH:45]\[C@H:46]([CH3:70])[C@H:47]([O:62][Si:63]([C:66]([CH3:69])([CH3:68])[CH3:67])([CH3:65])[CH3:64])[C@H:48]([CH3:61])[CH2:49][C@@H:50]([CH3:60])[CH2:51][O:52][Si](C(C)(C)C)(C)C)[C@@H:17]([CH3:41])/[CH:18]=[CH:19]/[CH2:20][O:21][C:22]([C:35]1[CH:40]=[CH:39][CH:38]=[CH:37][CH:36]=1)([C:29]1[CH:34]=[CH:33][CH:32]=[CH:31][CH:30]=1)[C:23]1[CH:28]=[CH:27][CH:26]=[CH:25][CH:24]=1)([C:11]([CH3:14])([CH3:13])[CH3:12])([CH3:10])[CH3:9]. The catalyst is N1C=CC=CC=1.C1COCC1. The product is [Si:63]([O:62][C@@H:47]([C@@H:46]([CH3:70])/[CH:45]=[CH:44]\[C@@H:43]([O:71][Si:72]([C:75]([CH3:78])([CH3:76])[CH3:77])([CH3:74])[CH3:73])[CH2:42][C@H:16]([O:15][Si:8]([C:11]([CH3:14])([CH3:13])[CH3:12])([CH3:10])[CH3:9])[C@@H:17]([CH3:41])/[CH:18]=[CH:19]/[CH2:20][O:21][C:22]([C:29]1[CH:30]=[CH:31][CH:32]=[CH:33][CH:34]=1)([C:23]1[CH:24]=[CH:25][CH:26]=[CH:27][CH:28]=1)[C:35]1[CH:40]=[CH:39][CH:38]=[CH:37][CH:36]=1)[C@H:48]([CH3:61])[CH2:49][C@@H:50]([CH3:60])[CH2:51][OH:52])([C:66]([CH3:69])([CH3:67])[CH3:68])([CH3:65])[CH3:64]. The yield is 0.660. (2) The reactants are Cl.CN(C)CCCN=C=NCC.[C:13]([O:17][C:18](=[O:35])[NH:19][C@@H:20]([C@H:28]1[CH2:33][CH2:32][C@@H:31]([NH2:34])[CH2:30][CH2:29]1)[C:21](=[O:27])[N:22]1[CH2:26][CH2:25][CH2:24][CH2:23]1)([CH3:16])([CH3:15])[CH3:14].[C:36](O)(=[O:47])[CH2:37][NH:38][C:39]([C:41]1[CH:46]=[CH:45][CH:44]=[CH:43][CH:42]=1)=[O:40].OC1C2N=NNC=2C=CC=1. The catalyst is ClCCl. The product is [C:13]([O:17][C:18](=[O:35])[NH:19][C@@H:20]([C@H:28]1[CH2:33][CH2:32][C@H:31]([NH:34][C:36](=[O:47])[CH2:37][NH:38][C:39](=[O:40])[C:41]2[CH:42]=[CH:43][CH:44]=[CH:45][CH:46]=2)[CH2:30][CH2:29]1)[C:21](=[O:27])[N:22]1[CH2:23][CH2:24][CH2:25][CH2:26]1)([CH3:16])([CH3:14])[CH3:15]. The yield is 0.260. (3) The reactants are Br[C:2]1[CH:7]=[CH:6][C:5]([CH3:8])=[CH:4][N:3]=1.[O-]P([O-])([O-])=O.[K+].[K+].[K+].[CH3:17][O:18][C:19](=[O:38])[C:20]1[CH:25]=[C:24](B2OC(C)(C)C(C)(C)O2)[CH:23]=[C:22]([N+:35]([O-:37])=[O:36])[CH:21]=1. The catalyst is COCCOC.O.C1C=CC([P]([Pd]([P](C2C=CC=CC=2)(C2C=CC=CC=2)C2C=CC=CC=2)([P](C2C=CC=CC=2)(C2C=CC=CC=2)C2C=CC=CC=2)[P](C2C=CC=CC=2)(C2C=CC=CC=2)C2C=CC=CC=2)(C2C=CC=CC=2)C2C=CC=CC=2)=CC=1. The product is [CH3:17][O:18][C:19](=[O:38])[C:20]1[CH:21]=[C:22]([N+:35]([O-:37])=[O:36])[CH:23]=[C:24]([C:2]2[CH:7]=[CH:6][C:5]([CH3:8])=[CH:4][N:3]=2)[CH:25]=1. The yield is 0.400. (4) The reactants are [CH:1]1[C:18]2[C:17]3[C:16]4[CH:15]=[CH:14][CH:13]=[CH:12][C:11]=4[CH:10]=[CH:9][C:8]=3[CH:7]=[C:6](B(O)O)[C:5]=2[CH:4]=[CH:3][CH:2]=1.Br[C:23]1[CH:36]=[CH:35][C:34]2[C:25](=[CH:26][C:27]3[C:32]([CH:33]=2)=[CH:31][CH:30]=[CH:29][CH:28]=3)[CH:24]=1.C(=O)([O-])[O-].[Na+].[Na+]. The catalyst is C1C=CC([P]([Pd]([P](C2C=CC=CC=2)(C2C=CC=CC=2)C2C=CC=CC=2)([P](C2C=CC=CC=2)(C2C=CC=CC=2)C2C=CC=CC=2)[P](C2C=CC=CC=2)(C2C=CC=CC=2)C2C=CC=CC=2)(C2C=CC=CC=2)C2C=CC=CC=2)=CC=1.COCCOC. The product is [CH:24]1[C:25]2[C:34](=[CH:33][C:32]3[C:27]([CH:26]=2)=[CH:28][CH:29]=[CH:30][CH:31]=3)[CH:35]=[CH:36][C:23]=1[C:10]1[C:11]2[CH:12]=[CH:13][CH:14]=[CH:15][C:16]=2[C:17]2[C:18]3[CH:1]=[CH:2][CH:3]=[CH:4][C:5]=3[CH:6]=[CH:7][C:8]=2[CH:9]=1. The yield is 0.750.